The task is: Predict the product of the given reaction.. This data is from Forward reaction prediction with 1.9M reactions from USPTO patents (1976-2016). (1) Given the reactants [CH2:1]([OH:77])[C@H:2]1[O:7][C@@H:6]2[O:8][C@H:9]3[C@H:14]([OH:15])[C@@H:13]([OH:16])[C@@H:12]([O:17][C@H:18]4[C@H:23]([OH:24])[C@@H:22]([OH:25])[C@@H:21]([O:26][C@H:27]5[C@H:32]([OH:33])[C@@H:31]([OH:34])[C@@H:30]([O:35][C@H:36]6[C@H:41]([OH:42])[C@@H:40]([OH:43])[C@@H:39]([O:44][C@H:45]7[C@H:50]([OH:51])[C@@H:49]([OH:52])[C@@H:48]([O:53][C@H:54]8[C@H:60]([OH:61])[C@@H:59]([OH:62])[C@@H:57]([O:58][C@H:3]1[C@H:4]([OH:76])[C@H:5]2[OH:75])[O:56][C@@H:55]8[CH2:63][OH:64])[O:47][C@@H:46]7[CH2:65][OH:66])[O:38][C@@H:37]6[CH2:67][OH:68])[O:29][C@@H:28]5[CH2:69][OH:70])[O:20][C@@H:19]4[CH2:71][OH:72])[O:11][C@@H:10]3[CH2:73][OH:74].C(OCCCCCCC/C=C/C=C/C)(=O)C, predict the reaction product. The product is: [CH2:63]([OH:64])[CH:55]1[O:56][C@H:57]2[O:58][C@@H:3]3[CH:2]([CH2:1][OH:77])[O:7][C@H:6]([O:8][C@@H:9]4[CH:10]([CH2:73][OH:74])[O:11][C@H:12]([O:17][C@@H:18]5[CH:19]([CH2:71][OH:72])[O:20][C@H:21]([O:26][C@@H:27]6[CH:28]([CH2:69][OH:70])[O:29][C@H:30]([O:35][C@@H:36]7[CH:37]([CH2:67][OH:68])[O:38][C@H:39]([O:44][C@@H:45]8[CH:46]([CH2:65][OH:66])[O:47][C@H:48]([O:53][C@H:54]1[C@H:60]([OH:61])[CH:59]2[OH:62])[CH:49]([OH:52])[C@H:50]8[OH:51])[CH:40]([OH:43])[C@H:41]7[OH:42])[CH:31]([OH:34])[C@H:32]6[OH:33])[CH:22]([OH:25])[C@H:23]5[OH:24])[CH:13]([OH:16])[C@H:14]4[OH:15])[CH:5]([OH:75])[C@H:4]3[OH:76]. (2) Given the reactants [Cl:1][C:2]1[NH:7][C:6](=[O:8])[C:5]([F:9])=[CH:4][N:3]=1.[Br:10][C:11]1[CH:18]=[CH:17][CH:16]=[CH:15][C:12]=1[CH2:13]Br, predict the reaction product. The product is: [Br:10][C:11]1[CH:18]=[CH:17][CH:16]=[CH:15][C:12]=1[CH2:13][N:7]1[C:6](=[O:8])[C:5]([F:9])=[CH:4][N:3]=[C:2]1[Cl:1].